Task: Predict which catalyst facilitates the given reaction.. Dataset: Catalyst prediction with 721,799 reactions and 888 catalyst types from USPTO (1) Reactant: [CH3:1][O:2][C:3](=[O:22])[C:4]1[CH:9]=[CH:8][C:7](OS(C(F)(F)F)(=O)=O)=[C:6]([C:18]([F:21])([F:20])[F:19])[CH:5]=1.[Br-].[CH:24]1([Zn+])[CH2:29][CH2:28][CH2:27][CH2:26][CH2:25]1.C(=O)(O)[O-].[Na+]. Product: [CH3:1][O:2][C:3](=[O:22])[C:4]1[CH:9]=[CH:8][C:7]([CH:24]2[CH2:29][CH2:28][CH2:27][CH2:26][CH2:25]2)=[C:6]([C:18]([F:21])([F:20])[F:19])[CH:5]=1. The catalyst class is: 1. (2) Reactant: [NH2:1][C:2]1[CH:10]=[CH:9][CH:8]=[C:7]2[C:3]=1[C:4]([CH2:19][CH2:20][C:21]([O:23]CC)=O)=[CH:5][N:6]2[CH2:11][C:12]([O:14]C(C)(C)C)=[O:13].O.C1(C)C=CC(S(O)(=O)=O)=CC=1. Product: [O:23]=[C:21]1[NH:1][C:2]2[C:3]3[C:4](=[CH:5][N:6]([CH2:11][C:12]([OH:14])=[O:13])[C:7]=3[CH:8]=[CH:9][CH:10]=2)[CH2:19][CH2:20]1. The catalyst class is: 11. (3) Reactant: [NH:1]1[CH:5]=[CH:4][N:3]=[CH:2]1.[OH-].[Na+].[Br:8][C:9]1[CH:14]=[CH:13][C:12]([CH2:15][CH2:16][CH2:17][CH2:18]Br)=[CH:11][CH:10]=1.C(=O)([O-])[O-].[Na+].[Na+]. Product: [Br:8][C:9]1[CH:14]=[CH:13][C:12]([CH2:15][CH2:16][CH2:17][CH2:18][N:1]2[CH:5]=[CH:4][N:3]=[CH:2]2)=[CH:11][CH:10]=1. The catalyst class is: 16.